Dataset: Rat liver microsome stability data. Task: Regression/Classification. Given a drug SMILES string, predict its absorption, distribution, metabolism, or excretion properties. Task type varies by dataset: regression for continuous measurements (e.g., permeability, clearance, half-life) or binary classification for categorical outcomes (e.g., BBB penetration, CYP inhibition). Dataset: rlm. The drug is Cc1cc(-n2ncc(=O)[nH]c2=O)cc(C)c1Oc1ccc(O)c(Cc2ccc(F)cc2)c1. The result is 0 (unstable in rat liver microsomes).